From a dataset of Forward reaction prediction with 1.9M reactions from USPTO patents (1976-2016). Predict the product of the given reaction. Given the reactants Br[CH2:2]/[CH:3]=[CH:4]/[CH2:5][N:6]([C:16]1[C:21]([Cl:22])=[N:20][CH:19]=[CH:18][N:17]=1)[C:7]1[CH:12]=[CH:11][CH:10]=[CH:9][C:8]=1[N+:13]([O-:15])=[O:14].[CH3:23][NH:24][CH3:25], predict the reaction product. The product is: [CH3:23][N:24]([CH3:25])[CH2:2]/[CH:3]=[CH:4]/[CH2:5][N:6]([C:16]1[C:21]([Cl:22])=[N:20][CH:19]=[CH:18][N:17]=1)[C:7]1[CH:12]=[CH:11][CH:10]=[CH:9][C:8]=1[N+:13]([O-:15])=[O:14].